Dataset: Peptide-MHC class I binding affinity with 185,985 pairs from IEDB/IMGT. Task: Regression. Given a peptide amino acid sequence and an MHC pseudo amino acid sequence, predict their binding affinity value. This is MHC class I binding data. (1) The peptide sequence is TIAGGVCYY. The MHC is HLA-A02:01 with pseudo-sequence HLA-A02:01. The binding affinity (normalized) is 0.108. (2) The peptide sequence is NSDYMMWVG. The MHC is HLA-B27:05 with pseudo-sequence HLA-B27:05. The binding affinity (normalized) is 0.0847. (3) The peptide sequence is KMSYPQFLA. The MHC is HLA-A02:01 with pseudo-sequence HLA-A02:01. The binding affinity (normalized) is 0.331. (4) The peptide sequence is LLGLWVFAAL. The MHC is HLA-A02:02 with pseudo-sequence HLA-A02:02. The binding affinity (normalized) is 0.943. (5) The peptide sequence is DTSEVHWNY. The MHC is HLA-A01:01 with pseudo-sequence HLA-A01:01. The binding affinity (normalized) is 0.406. (6) The peptide sequence is TFFSYLMKDK. The MHC is HLA-A02:02 with pseudo-sequence HLA-A02:02. The binding affinity (normalized) is 0. (7) The peptide sequence is EIEIEKNKK. The MHC is HLA-B58:01 with pseudo-sequence HLA-B58:01. The binding affinity (normalized) is 0.0847. (8) The peptide sequence is SDDTWNDEY. The MHC is HLA-A01:01 with pseudo-sequence HLA-A01:01. The binding affinity (normalized) is 0.674.